This data is from Forward reaction prediction with 1.9M reactions from USPTO patents (1976-2016). The task is: Predict the product of the given reaction. (1) Given the reactants [CH2:1]([N:3]([CH2:30][CH3:31])[C:4]1[CH:5]=[C:6]([CH:27]=[CH:28][CH:29]=1)[O:7][C:8]1[CH:13]=[CH:12][CH:11]=[CH:10][C:9]=1[NH:14][S:15]([C:18]1[CH:26]=[CH:25][C:21]([C:22](O)=[O:23])=[CH:20][CH:19]=1)(=[O:17])=[O:16])[CH3:2].[N:32]1[CH:37]=[CH:36][CH:35]=[N:34][C:33]=1[N:38]1[CH2:43][CH2:42][N:41]([CH2:44][CH2:45][NH2:46])[CH2:40][CH2:39]1, predict the reaction product. The product is: [CH2:30]([N:3]([CH2:1][CH3:2])[C:4]1[CH:5]=[C:6]([CH:27]=[CH:28][CH:29]=1)[O:7][C:8]1[CH:13]=[CH:12][CH:11]=[CH:10][C:9]=1[NH:14][S:15]([C:18]1[CH:19]=[CH:20][C:21]([C:22]([NH:46][CH2:45][CH2:44][N:41]2[CH2:40][CH2:39][N:38]([C:33]3[N:32]=[CH:37][CH:36]=[CH:35][N:34]=3)[CH2:43][CH2:42]2)=[O:23])=[CH:25][CH:26]=1)(=[O:16])=[O:17])[CH3:31]. (2) Given the reactants [CH:1]1([N:5]2[CH2:10][CH2:9][N:8]([C:11](=[O:24])[CH2:12][N:13]3[CH2:22][CH2:21][C:20]4[C:15](=[CH:16][CH:17]=[C:18]([OH:23])[CH:19]=4)[CH2:14]3)[CH2:7][CH2:6]2)[CH2:4][CH2:3][CH2:2]1.Br[CH:26]1[CH2:30][CH2:29][CH2:28][CH2:27]1.C([O-])([O-])=O.[K+].[K+].O, predict the reaction product. The product is: [CH:1]1([N:5]2[CH2:6][CH2:7][N:8]([C:11](=[O:24])[CH2:12][N:13]3[CH2:22][CH2:21][C:20]4[C:15](=[CH:16][CH:17]=[C:18]([O:23][CH:26]5[CH2:30][CH2:29][CH2:28][CH2:27]5)[CH:19]=4)[CH2:14]3)[CH2:9][CH2:10]2)[CH2:4][CH2:3][CH2:2]1. (3) Given the reactants [F:1][C:2]1[CH:7]=[CH:6][C:5]([C:8](=[O:12])[CH:9]=[CH:10][CH3:11])=[CH:4][CH:3]=1.[Br:13][C:14]1[CH:19]=[CH:18][C:17]([C@@H:20]([NH2:22])[CH3:21])=[CH:16][CH:15]=1, predict the reaction product. The product is: [Br:13][C:14]1[CH:19]=[CH:18][C:17]([C@@H:20]([NH:22][CH:10]([CH3:11])[CH2:9][C:8]([C:5]2[CH:4]=[CH:3][C:2]([F:1])=[CH:7][CH:6]=2)=[O:12])[CH3:21])=[CH:16][CH:15]=1. (4) The product is: [CH3:22][C:21]([CH3:26])=[CH:20][CH2:19][C:11]1[C:10](=[O:12])[C:9]2[CH:8]=[CH:7][CH:6]=[CH:5][C:4]=2[C:3](=[O:13])[C:2]=1[OH:1]. Given the reactants [OH:1][C:2]1[C:3](=[O:13])[C:4]2[C:9]([C:10](=[O:12])[CH:11]=1)=[CH:8][CH:7]=[CH:6][CH:5]=2.[H-].[Li+].[H][H].C(Br)[CH:19]=[CH:20][C:21]1[CH:26]=CC=C[CH:22]=1.[Li+].[I-].Cl, predict the reaction product. (5) The product is: [F:1][C:2]1[CH:3]=[C:4]([CH:7]=[C:8]([O:12][CH3:11])[CH:9]=1)[C:5]#[N:6]. Given the reactants [F:1][C:2]1[CH:3]=[C:4]([CH:7]=[C:8](F)[CH:9]=1)[C:5]#[N:6].[CH3:11][O-:12].[Na+], predict the reaction product. (6) Given the reactants [Cl:1][C:2]1[CH:10]=[CH:9][C:5]([C:6]([NH2:8])=O)=[C:4](OCC(C)C)[N:3]=1.[N:16]1[CH:21]=[CH:20][CH:19]=CC=1.O=P(Cl)(Cl)Cl.[OH-].[Na+].[C:29](#N)C, predict the reaction product. The product is: [Cl:1][C:2]1[CH:10]=[CH:9][C:5]([C:6]#[N:8])=[C:4]([NH:16][CH2:21][CH:20]([CH3:29])[CH3:19])[N:3]=1. (7) The product is: [Cl:18][C:19]1[N:20]([CH2:27][C@:28]([OH:29])([CH3:30])[CH2:31][N:12]2[N:11]=[C:10]([C:7]3[CH:6]=[CH:5][C:4]([O:3][C:2]([F:1])([F:16])[F:17])=[CH:9][CH:8]=3)[O:14][C:13]2=[O:15])[CH:21]=[C:22]([N+:24]([O-:26])=[O:25])[N:23]=1. Given the reactants [F:1][C:2]([F:17])([F:16])[O:3][C:4]1[CH:9]=[CH:8][C:7]([C:10]2[O:14][C:13](=[O:15])[NH:12][N:11]=2)=[CH:6][CH:5]=1.[Cl:18][C:19]1[N:20]([CH2:27][C@:28]2([CH3:31])[CH2:30][O:29]2)[CH:21]=[C:22]([N+:24]([O-:26])=[O:25])[N:23]=1.C(=O)([O-])[O-].[K+].[K+].O, predict the reaction product. (8) Given the reactants [C:1]1([CH2:7][CH2:8][CH2:9][NH2:10])[CH:6]=[CH:5]C=CC=1.[CH2:11]1[C:19]2[CH:18]=[CH:17][N:16]=[CH:15][C:14]=2[CH2:13][N:12]1[C:20]([NH:22][C:23]1[N:28]=[N:27][C:26]([C:29](O)=[O:30])=[CH:25][CH:24]=1)=[O:21].C1C2C(=CC=CC=2)CN1C(NC1C=CC(C(O)=O)=CC=1)=O, predict the reaction product. The product is: [CH:8]1([CH2:9][NH:10][C:29]([C:26]2[N:27]=[N:28][C:23]([NH:22][C:20]([N:12]3[CH2:11][C:19]4[CH:18]=[CH:17][N:16]=[CH:15][C:14]=4[CH2:13]3)=[O:21])=[CH:24][CH:25]=2)=[O:30])[CH2:5][CH2:6][CH2:1][CH2:7]1. (9) Given the reactants Cl.[Cl:2][C:3]1[CH:11]=[C:10]([NH:12][C:13]2[C:22]3[C:17](=[CH:18][CH:19]=[CH:20][C:21]=3[O:23][CH:24]3[CH2:29][CH2:28][N:27]([CH3:30])[CH2:26][CH2:25]3)[N:16]=[CH:15][N:14]=2)[CH:9]=[CH:8][C:4]=1[C:5]([OH:7])=O.CN(C(ON1N=NC2C=CC=NC1=2)=[N+](C)C)C.F[P-](F)(F)(F)(F)F.C(N(C(C)C)CC)(C)C.[NH:64]1[CH:73]2[CH:68]([CH2:69][CH2:70][CH2:71][CH2:72]2)[CH2:67][CH2:66][CH2:65]1.C(=O)([O-])O.[Na+], predict the reaction product. The product is: [Cl:2][C:3]1[CH:11]=[C:10]([CH:9]=[CH:8][C:4]=1[C:5]([N:64]1[CH:73]2[CH:68]([CH2:69][CH2:70][CH2:71][CH2:72]2)[CH2:67][CH2:66][CH2:65]1)=[O:7])[NH:12][C:13]1[C:22]2[C:17](=[CH:18][CH:19]=[CH:20][C:21]=2[O:23][CH:24]2[CH2:29][CH2:28][N:27]([CH3:30])[CH2:26][CH2:25]2)[N:16]=[CH:15][N:14]=1.